From a dataset of Forward reaction prediction with 1.9M reactions from USPTO patents (1976-2016). Predict the product of the given reaction. (1) Given the reactants NC1[S:3][C:4]2[CH:10]=[C:9]([Cl:11])[CH:8]=[CH:7][C:5]=2[N:6]=1.[OH-].[Na+].Cl, predict the reaction product. The product is: [NH2:6][C:5]1[CH:7]=[CH:8][C:9]([Cl:11])=[CH:10][C:4]=1[SH:3]. (2) Given the reactants [NH2:1][C:2]1[N:7]=[CH:6][C:5](/[CH:8]=[CH:9]/[C:10]([N:12]([CH3:24])[CH2:13][C:14]2[N:15]([CH3:23])[C:16]3[C:21]([CH:22]=2)=[CH:20][CH:19]=[CH:18][CH:17]=3)=[O:11])=[CH:4][CH:3]=1.C([O-])(O)=O.[Na+].[C:30](OC(=O)C)(=[O:32])[CH3:31], predict the reaction product. The product is: [C:30]([NH:1][C:2]1[N:7]=[CH:6][C:5](/[CH:8]=[CH:9]/[C:10]([N:12]([CH3:24])[CH2:13][C:14]2[N:15]([CH3:23])[C:16]3[C:21]([CH:22]=2)=[CH:20][CH:19]=[CH:18][CH:17]=3)=[O:11])=[CH:4][CH:3]=1)(=[O:32])[CH3:31]. (3) Given the reactants Cl[C:2]1[C:3]([NH2:9])=[N:4][CH:5]=[N:6][C:7]=1Cl.[NH2:10][CH:11]1[CH2:14][C:13]2([CH2:18][CH2:17][N:16]([C:19]([O:21]C(C)(C)C)=O)[CH2:15]2)[CH2:12]1.[O:26]([C:33]1[CH:38]=[CH:37][C:36](B(O)O)=[CH:35][CH:34]=1)[C:27]1[CH:32]=[CH:31][CH:30]=[CH:29][CH:28]=1.[C:42](O)(=O)[CH:43]=C, predict the reaction product. The product is: [NH2:9][C:3]1[N:4]=[CH:5][N:6]=[C:7]([NH:10][CH:11]2[CH2:12][C:13]3([CH2:18][CH2:17][N:16]([C:19](=[O:21])[CH:42]=[CH2:43])[CH2:15]3)[CH2:14]2)[C:2]=1[C:30]1[CH:31]=[CH:32][C:27]([O:26][C:33]2[CH:38]=[CH:37][CH:36]=[CH:35][CH:34]=2)=[CH:28][CH:29]=1. (4) Given the reactants F[C:2]1[N:7]2[CH:8]=[C:9]([CH2:11][N:12]([CH3:23])[C@@H:13]3[C:18]4=[N:19][CH:20]=[CH:21][CH:22]=[C:17]4[O:16][CH2:15][CH2:14]3)[N:10]=[C:6]2[CH:5]=[CH:4][CH:3]=1.[NH2:24][CH:25]1[CH2:30][CH2:29][NH:28][CH2:27][CH2:26]1, predict the reaction product. The product is: [NH4+:7].[OH-:16].[NH2:24][CH:25]1[CH2:30][CH2:29][N:28]([C:2]2[N:7]3[CH:8]=[C:9]([CH2:11][N:12]([CH3:23])[C@@H:13]4[C:18]5=[N:19][CH:20]=[CH:21][CH:22]=[C:17]5[O:16][CH2:15][CH2:14]4)[N:10]=[C:6]3[CH:5]=[CH:4][CH:3]=2)[CH2:27][CH2:26]1. (5) Given the reactants C(OC([N:8]1[CH2:12][CH2:11][CH2:10][C:9]1([CH2:14][OH:15])[CH3:13])=O)(C)(C)C.O[C:17]1[CH:26]=[CH:25][C:20]([C:21]([O:23][CH3:24])=[O:22])=[CH:19][C:18]=1[N+:27]([O-:29])=[O:28].C1C=CC(P(C2C=CC=CC=2)C2C=CC=CC=2)=CC=1.CC(OC(/N=N/C(OC(C)C)=O)=O)C, predict the reaction product. The product is: [N+:27]([C:18]1[CH:19]=[C:20]([CH:25]=[CH:26][C:17]=1[O:15][CH2:14][C:9]1([CH3:13])[CH2:10][CH2:11][CH2:12][NH:8]1)[C:21]([O:23][CH3:24])=[O:22])([O-:29])=[O:28]. (6) Given the reactants [Si:1]([O:8][C@H:9]1[CH2:18][C:17]2([CH2:21][CH2:20][CH2:19]2)[CH2:16][C:15]2[N:14]=[C:13]([CH:22]([CH3:24])[CH3:23])[C:12]([CH:25]=[O:26])=[C:11](I)[C:10]1=2)([C:4]([CH3:7])([CH3:6])[CH3:5])([CH3:3])[CH3:2].[O:28]1[CH2:33][CH:32]=[C:31](B2OC(C)(C)C(C)(C)O2)[CH2:30][CH2:29]1, predict the reaction product. The product is: [Si:1]([O:8][C@H:9]1[CH2:18][C:17]2([CH2:21][CH2:20][CH2:19]2)[CH2:16][C:15]2[N:14]=[C:13]([CH:22]([CH3:24])[CH3:23])[C:12]([CH:25]=[O:26])=[C:11]([C:31]3[CH2:32][CH2:33][O:28][CH2:29][CH:30]=3)[C:10]1=2)([C:4]([CH3:7])([CH3:6])[CH3:5])([CH3:3])[CH3:2]. (7) The product is: [Cl:1][C:2]1[CH:10]=[C:9]2[C:5]([C:6]3([CH:16](/[C:17](/[CH3:20])=[CH:18]/[CH3:19])[CH2:15][C:14](=[O:21])[NH:29][CH2:13][CH:12]3[C:22]3[CH:27]=[CH:26][CH:25]=[C:24]([Cl:28])[CH:23]=3)[C:7](=[O:11])[NH:8]2)=[CH:4][CH:3]=1. Given the reactants [Cl:1][C:2]1[CH:10]=[C:9]2[C:5]([C:6]3([CH:16]([C:17]([CH3:20])=[CH:18][CH3:19])[CH2:15][C:14](=[O:21])[CH2:13][CH:12]3[C:22]3[CH:27]=[CH:26][CH:25]=[C:24]([Cl:28])[CH:23]=3)[C:7](=[O:11])[NH:8]2)=[CH:4][CH:3]=1.[N-:29]=[N+]=[N-].[Na+], predict the reaction product.